This data is from Forward reaction prediction with 1.9M reactions from USPTO patents (1976-2016). The task is: Predict the product of the given reaction. (1) Given the reactants [CH2:1]([C:4]1[C:8]2[CH:9]=[C:10]([C:13]([O:15]C)=[O:14])[CH:11]=[CH:12][C:7]=2[O:6][N:5]=1)[CH2:2][CH3:3].O1CCCC1.O.[OH-].[Li+], predict the reaction product. The product is: [CH2:1]([C:4]1[C:8]2[CH:9]=[C:10]([C:13]([OH:15])=[O:14])[CH:11]=[CH:12][C:7]=2[O:6][N:5]=1)[CH2:2][CH3:3]. (2) Given the reactants [F:1][C:2]1[CH:11]=[CH:10][C:9]([O:12][CH3:13])=[CH:8][C:3]=1[C:4]([O:6]C)=O.[Li+].C[Si]([N-][Si](C)(C)C)(C)C.[Cl:24][C:25]1[N:30]=[C:29]([CH3:31])[CH:28]=[CH:27][N:26]=1, predict the reaction product. The product is: [Cl:24][C:25]1[N:30]=[C:29]([CH2:31][C:4]([C:3]2[CH:8]=[C:9]([O:12][CH3:13])[CH:10]=[CH:11][C:2]=2[F:1])=[O:6])[CH:28]=[CH:27][N:26]=1. (3) Given the reactants [F:1][CH:2]1[C:7]([OH:18])([C:8]#[C:9][CH2:10][O:11][CH:12]2[CH2:17][CH2:16][CH2:15][CH2:14][O:13]2)[CH2:6][CH2:5][N:4]([C:19]([O:21][C:22]([CH3:25])([CH3:24])[CH3:23])=[O:20])[CH2:3]1, predict the reaction product. The product is: [F:1][CH:2]1[C:7]([OH:18])([CH2:8][CH2:9][CH2:10][O:11][CH:12]2[CH2:17][CH2:16][CH2:15][CH2:14][O:13]2)[CH2:6][CH2:5][N:4]([C:19]([O:21][C:22]([CH3:25])([CH3:24])[CH3:23])=[O:20])[CH2:3]1. (4) Given the reactants [C:1]([C:3]1[C:4]([N:10]=[CH:11][N:12]([CH3:14])[CH3:13])=[N:5][C:6]([CH3:9])=[CH:7][CH:8]=1)#[N:2].[CH:15]([N-]C(C)C)(C)C.[Li+].CI.C(OCC)(=O)C, predict the reaction product. The product is: [C:1]([C:3]1[C:4]([N:10]=[CH:11][N:12]([CH3:13])[CH3:14])=[N:5][C:6]([CH2:9][CH3:15])=[CH:7][CH:8]=1)#[N:2]. (5) The product is: [N:3]1[CH:4]=[CH:5][CH:6]=[CH:7][C:2]=1[C:11]#[C:10][CH2:9][CH2:8][C:12]1[CH:21]=[CH:20][C:19]2[C:14](=[CH:15][CH:16]=[CH:17][CH:18]=2)[N:13]=1.[N:13]1[C:14]2[C:19](=[CH:18][CH:17]=[CH:16][CH:15]=2)[CH:20]=[CH:21][CH:12]=1. Given the reactants Br[C:2]1[CH:7]=[CH:6][CH:5]=[CH:4][N:3]=1.[CH2:8]([C:12]1[CH:21]=[CH:20][C:19]2[C:14](=[CH:15][CH:16]=[CH:17][CH:18]=2)[N:13]=1)[CH2:9][C:10]#[CH:11], predict the reaction product. (6) Given the reactants Br[C:2]1[CH:11]=[C:10]([CH2:12][N:13]2[C:17]([CH3:18])=[C:16]([C:19]3[CH:24]=[CH:23][C:22]([C:25]#[N:26])=[C:21]([Cl:27])[CH:20]=3)[C:15]([CH3:28])=[N:14]2)[CH:9]=[CH:8][C:3]=1[C:4]([O:6][CH3:7])=[O:5].[Cu][C:30]#[N:31].O.N, predict the reaction product. The product is: [Cl:27][C:21]1[CH:20]=[C:19]([C:16]2[C:15]([CH3:28])=[N:14][N:13]([CH2:12][C:10]3[CH:9]=[CH:8][C:3]([C:4]([O:6][CH3:7])=[O:5])=[C:2]([C:30]#[N:31])[CH:11]=3)[C:17]=2[CH3:18])[CH:24]=[CH:23][C:22]=1[C:25]#[N:26].